Dataset: Reaction yield outcomes from USPTO patents with 853,638 reactions. Task: Predict the reaction yield, written as a fraction of the theoretical maximum amount of product (1.0 means a 100% yield; for example, 0.34 means a 34% yield). The reactants are [CH3:1][CH:2]([C:4]1[CH:5]=[C:6]([C:10]2[N:15]3[N:16]=[C:17]([NH2:19])[N:18]=[C:14]3[CH:13]=[CH:12][CH:11]=2)[CH:7]=[CH:8][CH:9]=1)[CH3:3].Cl[C:21]1[CH:26]=[CH:25][N:24]=[C:23]([CH3:27])[CH:22]=1.C1(P(C2CCCCC2)C2C=CC=CC=2C2C(C(C)C)=CC(C(C)C)=CC=2C(C)C)CCCCC1.C(=O)([O-])[O-].[Cs+].[Cs+]. The catalyst is CN(C)C=O.C1C=CC(/C=C/C(/C=C/C2C=CC=CC=2)=O)=CC=1.C1C=CC(/C=C/C(/C=C/C2C=CC=CC=2)=O)=CC=1.C1C=CC(/C=C/C(/C=C/C2C=CC=CC=2)=O)=CC=1.[Pd].[Pd]. The product is [CH3:3][CH:2]([C:4]1[CH:5]=[C:6]([C:10]2[N:15]3[N:16]=[C:17]([NH:19][C:21]4[CH:26]=[CH:25][N:24]=[C:23]([CH3:27])[CH:22]=4)[N:18]=[C:14]3[CH:13]=[CH:12][CH:11]=2)[CH:7]=[CH:8][CH:9]=1)[CH3:1]. The yield is 0.540.